From a dataset of Forward reaction prediction with 1.9M reactions from USPTO patents (1976-2016). Predict the product of the given reaction. (1) Given the reactants Br[C:2]1(Br)[CH2:4][C:3]1(Br)[CH2:5][CH2:6][CH2:7][CH2:8][CH2:9][CH3:10].C[Li].O, predict the reaction product. The product is: [CH2:5]([C:3]1[CH2:4][CH:2]=1)[CH2:6][CH2:7][CH2:8][CH2:9][CH3:10]. (2) Given the reactants [CH2:1]([O:8][C:9]1[CH:14]=[CH:13][C:12]([CH:15]2[C:20]([CH3:22])([CH3:21])[O:19][C:18]([NH:23][C@H:24]([C:35]3[CH:40]=[CH:39][CH:38]=[CH:37][CH:36]=3)[CH2:25][CH2:26][O:27][Si](C(C)(C)C)(C)C)=[N:17][S:16]2(=[O:42])=[O:41])=[CH:11][CH:10]=1)[C:2]1[CH:7]=[CH:6][CH:5]=[CH:4][CH:3]=1.Cl.[OH-].[Na+], predict the reaction product. The product is: [CH2:1]([O:8][C:9]1[CH:10]=[CH:11][C:12]([CH:15]2[C:20]([CH3:22])([CH3:21])[O:19][C:18]([NH:23][C@H:24]([C:35]3[CH:36]=[CH:37][CH:38]=[CH:39][CH:40]=3)[CH2:25][CH2:26][OH:27])=[N:17][S:16]2(=[O:41])=[O:42])=[CH:13][CH:14]=1)[C:2]1[CH:7]=[CH:6][CH:5]=[CH:4][CH:3]=1. (3) Given the reactants Cl[C:2]1[CH:3]=[C:4]([C:11]([CH3:24])([CH3:23])[C:12]([N:14]([CH2:19][CH:20]([CH3:22])[CH3:21])[CH2:15][CH:16]([CH3:18])[CH3:17])=[O:13])[CH:5]=[CH:6][C:7]=1[N+:8]([O-:10])=[O:9].[CH3:25][N:26]([CH3:31])[CH2:27][CH2:28][CH2:29][NH2:30].C(=O)([O-])[O-].[K+].[K+], predict the reaction product. The product is: [CH3:25][N:26]([CH3:31])[CH2:27][CH2:28][CH2:29][NH:30][C:2]1[CH:3]=[C:4]([C:11]([CH3:24])([CH3:23])[C:12]([N:14]([CH2:19][CH:20]([CH3:22])[CH3:21])[CH2:15][CH:16]([CH3:18])[CH3:17])=[O:13])[CH:5]=[CH:6][C:7]=1[N+:8]([O-:10])=[O:9].